Dataset: Peptide-MHC class I binding affinity with 185,985 pairs from IEDB/IMGT. Task: Regression. Given a peptide amino acid sequence and an MHC pseudo amino acid sequence, predict their binding affinity value. This is MHC class I binding data. (1) The peptide sequence is ATFRLECPY. The MHC is HLA-B27:05 with pseudo-sequence HLA-B27:05. The binding affinity (normalized) is 0.0847. (2) The peptide sequence is FIRYGDASL. The MHC is HLA-A69:01 with pseudo-sequence HLA-A69:01. The binding affinity (normalized) is 0.0847. (3) The peptide sequence is LFILLLCLI. The MHC is Patr-A0701 with pseudo-sequence Patr-A0701. The binding affinity (normalized) is 0.204. (4) The peptide sequence is IIGLLKIFR. The MHC is HLA-A31:01 with pseudo-sequence HLA-A31:01. The binding affinity (normalized) is 0.711. (5) The binding affinity (normalized) is 0.213. The MHC is HLA-A24:03 with pseudo-sequence HLA-A24:03. The peptide sequence is AVFDRKSDAK. (6) The peptide sequence is QEIQLLAAV. The MHC is HLA-B44:02 with pseudo-sequence HLA-B44:02. The binding affinity (normalized) is 0.581. (7) The peptide sequence is FIKDGSSTY. The MHC is HLA-A02:01 with pseudo-sequence HLA-A02:01. The binding affinity (normalized) is 0.